From a dataset of Forward reaction prediction with 1.9M reactions from USPTO patents (1976-2016). Predict the product of the given reaction. (1) Given the reactants I[C:2]1[C:10]2[C:5](=[N:6][CH:7]=[N:8][C:9]=2[NH2:11])[N:4]([CH:12]2[CH2:17][CH2:16][CH:15]([N:18]3[CH2:23][CH2:22][N:21]([CH3:24])[CH2:20][CH2:19]3)[CH2:14][CH2:13]2)[N:3]=1.CC1(C)C(C)(C)OB([C:33]2[CH:50]=[CH:49][C:36]([NH:37][C:38]3[O:39][C:40]4[CH:46]=[CH:45][C:44]([C:47]#[N:48])=[CH:43][C:41]=4[N:42]=3)=[CH:35][CH:34]=2)O1.C(=O)([O-])[O-].[Na+].[Na+], predict the reaction product. The product is: [NH2:11][C:9]1[N:8]=[CH:7][N:6]=[C:5]2[N:4]([C@H:12]3[CH2:17][CH2:16][C@@H:15]([N:18]4[CH2:23][CH2:22][N:21]([CH3:24])[CH2:20][CH2:19]4)[CH2:14][CH2:13]3)[N:3]=[C:2]([C:33]3[CH:50]=[CH:49][C:36]([NH:37][C:38]4[O:39][C:40]5[CH:46]=[CH:45][C:44]([C:47]#[N:48])=[CH:43][C:41]=5[N:42]=4)=[CH:35][CH:34]=3)[C:10]=12. (2) Given the reactants [NH2:1][C:2]1[CH:3]=[C:4]([F:9])[CH:5]=[CH:6][C:7]=1[NH2:8].[C:10](=S)=[S:11], predict the reaction product. The product is: [F:9][C:4]1[CH:5]=[CH:6][C:7]2[NH:8][C:10]([SH:11])=[N:1][C:2]=2[CH:3]=1. (3) Given the reactants NC1[C:7]([CH2:8][CH2:9][C:10]2[N:18](Br)[C:13]3=[N:14][CH:15]=[CH:16][CH:17]=[C:12]3[N:11]=2)=[C:6](C)[CH:5]=[CH:4]N=1.[CH2:21]([O:28][C:29]1[CH:30]=[C:31](B(O)O)[CH:32]=[CH:33][CH:34]=1)[C:22]1[CH:27]=[CH:26][CH:25]=[CH:24][CH:23]=1, predict the reaction product. The product is: [CH2:21]([O:28][C:29]1[CH:30]=[C:31]([C:16]2[CH:17]=[C:12]3[N:11]=[C:10]([CH2:9][CH2:8][C:7]4[N:11]=[C:10]([NH2:18])[CH:9]=[C:5]([CH3:4])[CH:6]=4)[NH:18][C:13]3=[N:14][CH:15]=2)[CH:32]=[CH:33][CH:34]=1)[C:22]1[CH:27]=[CH:26][CH:25]=[CH:24][CH:23]=1. (4) Given the reactants F[S:2]([C:5]1[N:6]=[N:7][C:8]([O:11][CH3:12])=[CH:9][CH:10]=1)(=[O:4])=[O:3].[NH:13]1[C:22]2[C:17](=[CH:18][CH:19]=[CH:20][CH:21]=2)[CH2:16][CH2:15][CH2:14]1, predict the reaction product. The product is: [CH3:12][O:11][C:8]1[N:7]=[N:6][C:5]([S:2]([N:13]2[C:22]3[CH:17]([CH2:18][CH:19]=[CH:20][CH:21]=3)[CH2:16][CH2:15][CH2:14]2)(=[O:4])=[O:3])=[CH:10][CH:9]=1. (5) Given the reactants [ClH:1].[Cl:2][C:3]1[CH:8]=[CH:7][C:6]([CH:9]([C:23]2[CH:28]=[CH:27][CH:26]=[CH:25][CH:24]=2)[N:10]2[CH2:15][CH2:14][N:13](C(OC(C)(C)C)=O)[CH2:12][CH2:11]2)=[CH:5][CH:4]=1, predict the reaction product. The product is: [ClH:2].[ClH:1].[Cl:2][C:3]1[CH:4]=[CH:5][C:6]([CH:9]([C:23]2[CH:24]=[CH:25][CH:26]=[CH:27][CH:28]=2)[N:10]2[CH2:11][CH2:12][NH:13][CH2:14][CH2:15]2)=[CH:7][CH:8]=1. (6) Given the reactants Br[C:2]1[CH:3]=[C:4]([NH:8][CH:9]([C:13]2[CH:18]=[CH:17][CH:16]=[CH:15][CH:14]=2)[C:10]([NH2:12])=[O:11])[CH:5]=[N:6][CH:7]=1.C([O-])([O-])=O.[K+].[K+].[Cl:25][C:26]1[CH:27]=[CH:28][C:29]([F:35])=[C:30](B(O)O)[CH:31]=1, predict the reaction product. The product is: [Cl:25][C:26]1[CH:31]=[CH:30][C:29]([F:35])=[C:28]([C:2]2[CH:3]=[C:4]([NH:8][CH:9]([C:13]3[CH:18]=[CH:17][CH:16]=[CH:15][CH:14]=3)[C:10]([NH2:12])=[O:11])[CH:5]=[N:6][CH:7]=2)[CH:27]=1. (7) Given the reactants [NH2:1][C:2]1[CH:3]=[C:4]([C:8]#[C:9][C:10]2[CH:11]=[N:12][C:13]([NH2:16])=[N:14][CH:15]=2)[CH:5]=[N:6][CH:7]=1.[C:17]([CH:19]([C:21]1[CH:22]=[C:23]([CH:27]=[CH:28][CH:29]=1)[C:24](O)=[O:25])[CH3:20])#[N:18], predict the reaction product. The product is: [NH2:16][C:13]1[N:12]=[CH:11][C:10]([C:9]#[C:8][C:4]2[CH:3]=[C:2]([NH:1][C:24](=[O:25])[C:23]3[CH:27]=[CH:28][CH:29]=[C:21]([CH:19]([C:17]#[N:18])[CH3:20])[CH:22]=3)[CH:7]=[N:6][CH:5]=2)=[CH:15][N:14]=1. (8) Given the reactants [N:1]1[CH:6]=[CH:5][CH:4]=[C:3]([CH:7]([OH:11])[CH2:8][C:9]#[CH:10])[CH:2]=1.N1C=CC=CC=1.[C:18](OC(=O)C)(=[O:20])[CH3:19], predict the reaction product. The product is: [C:18]([O:11][CH:7]([C:3]1[CH:2]=[N:1][CH:6]=[CH:5][CH:4]=1)[CH2:8][C:9]#[CH:10])(=[O:20])[CH3:19].